Dataset: Full USPTO retrosynthesis dataset with 1.9M reactions from patents (1976-2016). Task: Predict the reactants needed to synthesize the given product. (1) Given the product [C:16]([OH:21])(=[O:20])[C:17]([OH:19])=[O:18].[CH2:5]1[O:15][C:8]2([CH2:13][CH2:12][CH:11]([NH:4][CH2:1][CH2:2][CH3:3])[CH2:10][CH2:9]2)[O:7][CH2:6]1, predict the reactants needed to synthesize it. The reactants are: [CH2:1]([NH2:4])[CH2:2][CH3:3].[CH2:5]1[O:15][C:8]2([CH2:13][CH2:12][C:11](=O)[CH2:10][CH2:9]2)[O:7][CH2:6]1.[C:16]([OH:21])(=[O:20])[C:17]([OH:19])=[O:18]. (2) Given the product [Cl:1][C:2]1[N:11]=[C:10]([N:24]([C:21]2[CH:22]=[CH:23][C:18]([O:17][CH3:16])=[CH:19][CH:20]=2)[CH3:25])[C:9]2[C:4](=[CH:5][CH:6]=[C:7]([N+:13]([O-:15])=[O:14])[CH:8]=2)[N:3]=1, predict the reactants needed to synthesize it. The reactants are: [Cl:1][C:2]1[N:11]=[C:10](Cl)[C:9]2[C:4](=[CH:5][CH:6]=[C:7]([N+:13]([O-:15])=[O:14])[CH:8]=2)[N:3]=1.[CH3:16][O:17][C:18]1[CH:23]=[CH:22][C:21]([NH:24][CH3:25])=[CH:20][CH:19]=1.CC([O-])=O.[Na+].